Dataset: Catalyst prediction with 721,799 reactions and 888 catalyst types from USPTO. Task: Predict which catalyst facilitates the given reaction. (1) Reactant: [F:1][C:2]1[CH:3]=[C:4]([N+:12]([O-])=O)[C:5]2[O:10][CH2:9][CH2:8][O:7][C:6]=2[CH:11]=1. Product: [F:1][C:2]1[CH:3]=[C:4]([NH2:12])[C:5]2[O:10][CH2:9][CH2:8][O:7][C:6]=2[CH:11]=1. The catalyst class is: 19. (2) Reactant: [NH2:1][C:2]1[C:7]([N+:8]([O-])=O)=[C:6]([C:11]2[CH2:16][CH2:15][N:14]([C:17]([O:19][C:20]([CH3:23])([CH3:22])[CH3:21])=[O:18])[CH2:13][CH:12]=2)[CH:5]=[CH:4][N:3]=1. Product: [NH2:1][C:2]1[C:7]([NH2:8])=[C:6]([CH:11]2[CH2:12][CH2:13][N:14]([C:17]([O:19][C:20]([CH3:23])([CH3:22])[CH3:21])=[O:18])[CH2:15][CH2:16]2)[CH:5]=[CH:4][N:3]=1. The catalyst class is: 579. (3) Reactant: [Cl:1]N1C(=O)CCC1=O.[C:9]1([NH:15][N:16]=[CH:17][C:18]2[CH:23]=[CH:22][N:21]=[CH:20][CH:19]=2)[CH:14]=[CH:13][CH:12]=[CH:11][CH:10]=1. The catalyst class is: 3. Product: [Cl:1][N:15]([C:9]1[CH:14]=[CH:13][CH:12]=[CH:11][CH:10]=1)[N:16]=[CH:17][C:18]1[CH:19]=[CH:20][N:21]=[CH:22][CH:23]=1. (4) Reactant: [OH-:1].[Na+:2].[CH:3]1[N:7]=[CH:6][N:5]([CH2:8][C:9]([P:15]([OH:18])([OH:17])=[O:16])([P:11]([OH:14])([OH:13])=[O:12])[OH:10])[CH:4]=1.C([OH:21])C. The catalyst class is: 6. Product: [CH:3]1[N:7]=[CH:6][N:5]([CH2:8][C:9]([P:11]([O-:14])([OH:13])=[O:12])([P:15]([O-:17])([OH:18])=[O:16])[OH:10])[CH:4]=1.[OH2:21].[OH2:1].[OH2:10].[OH2:10].[Na+:2].[Na+:2]. (5) Reactant: [F:1][C:2]([F:21])([F:20])[C:3]([N:5]1[CH2:11][CH:10]2[CH2:12][CH:7]([CH2:8][N:9]2C(OC(C)(C)C)=O)[CH2:6]1)=[O:4]. Product: [F:21][C:2]([F:1])([F:20])[C:3]([N:5]1[CH2:11][CH:10]2[CH2:12][CH:7]([CH2:8][NH:9]2)[CH2:6]1)=[O:4]. The catalyst class is: 281. (6) Reactant: ClCCl.[Si:4]([O:11][CH2:12][C:13]1[N:18]=[C:17]([NH2:19])[CH:16]=[CH:15][CH:14]=1)([C:7]([CH3:10])([CH3:9])[CH3:8])([CH3:6])[CH3:5].[C:20]([C:22]1[CH:27]=[CH:26][C:25]([C:28]2[CH:33]=[CH:32][C:31]([S:34](Cl)(=[O:36])=[O:35])=[CH:30][CH:29]=2)=[CH:24][CH:23]=1)#[N:21]. Product: [Si:4]([O:11][CH2:12][C:13]1[N:18]=[C:17]([NH:19][S:34]([C:31]2[CH:30]=[CH:29][C:28]([C:25]3[CH:26]=[CH:27][C:22]([C:20]#[N:21])=[CH:23][CH:24]=3)=[CH:33][CH:32]=2)(=[O:36])=[O:35])[CH:16]=[CH:15][CH:14]=1)([C:7]([CH3:10])([CH3:9])[CH3:8])([CH3:6])[CH3:5]. The catalyst class is: 17.